Dataset: Full USPTO retrosynthesis dataset with 1.9M reactions from patents (1976-2016). Task: Predict the reactants needed to synthesize the given product. (1) The reactants are: [C:1]([C:3]1[CH:8]=[CH:7][C:6]([N:9]2[C:13]([C:14]3[CH:19]=[CH:18][C:17]([CH3:20])=[CH:16][CH:15]=3)=[CH:12][C:11](C(O)=O)=[N:10]2)=[CH:5][CH:4]=1)#[N:2].C1C=CC(P([N:38]=[N+]=[N-])(C2C=CC=CC=2)=O)=CC=1.[O:41]1[CH2:46]COCC1.[CH3:47][C:48]([OH:51])([CH3:50])[CH3:49]. Given the product [C:1]([C:3]1[CH:8]=[CH:7][C:6]([N:9]2[C:13]([C:14]3[CH:19]=[CH:18][C:17]([CH3:20])=[CH:16][CH:15]=3)=[CH:12][C:11]([NH:38][C:46](=[O:41])[O:51][C:48]([CH3:50])([CH3:49])[CH3:47])=[N:10]2)=[CH:5][CH:4]=1)#[N:2], predict the reactants needed to synthesize it. (2) The reactants are: [C:1]([O:5][C:6]([N:8]1[CH2:13][CH2:12][N:11]([C:14]2[C:19]([N+:20]([O-])=O)=[C:18]([NH:23][CH2:24][C:25]([O:27][CH2:28][CH3:29])=[O:26])[N:17]=[CH:16][N:15]=2)[CH2:10][CH2:9]1)=[O:7])([CH3:4])([CH3:3])[CH3:2]. Given the product [C:1]([O:5][C:6]([N:8]1[CH2:9][CH2:10][N:11]([C:14]2[C:19]([NH2:20])=[C:18]([NH:23][CH2:24][C:25]([O:27][CH2:28][CH3:29])=[O:26])[N:17]=[CH:16][N:15]=2)[CH2:12][CH2:13]1)=[O:7])([CH3:4])([CH3:3])[CH3:2], predict the reactants needed to synthesize it. (3) Given the product [CH:1]([N:4]1[CH2:9][CH2:8][N:7]([C:10]([C:12]2[CH:13]=[C:14]3[C:18](=[CH:19][CH:20]=2)[N:17]([CH2:35][C:34]([F:42])([F:41])[F:33])[C:16]([C:21]([N:23]2[CH2:24][CH2:25][N:26]([S:29]([CH3:32])(=[O:30])=[O:31])[CH2:27][CH2:28]2)=[O:22])=[CH:15]3)=[O:11])[CH2:6][CH2:5]1)([CH3:3])[CH3:2], predict the reactants needed to synthesize it. The reactants are: [CH:1]([N:4]1[CH2:9][CH2:8][N:7]([C:10]([C:12]2[CH:13]=[C:14]3[C:18](=[CH:19][CH:20]=2)[NH:17][C:16]([C:21]([N:23]2[CH2:28][CH2:27][N:26]([S:29]([CH3:32])(=[O:31])=[O:30])[CH2:25][CH2:24]2)=[O:22])=[CH:15]3)=[O:11])[CH2:6][CH2:5]1)([CH3:3])[CH3:2].[F:33][C:34]([F:42])([F:41])[CH2:35]CS([O-])(=O)=O. (4) Given the product [Br:26][CH2:3][CH2:2][CH:1]=[C:4]1[C:10]2[CH:11]=[CH:12][CH:13]=[CH:14][C:9]=2[CH2:28][C:27](=[O:30])[C:6]2[CH:21]=[CH:22][CH:23]=[CH:24][C:5]1=2, predict the reactants needed to synthesize it. The reactants are: [CH:1]1([C:4]2(O)[C:10]3[CH:11]=[CH:12][CH:13]=[CH:14][C:9]=3C=C(N3CCCCC3)[C:6]3[CH:21]=[CH:22][CH:23]=[CH:24][C:5]2=3)[CH2:3][CH2:2]1.[BrH:26].[C:27]([OH:30])(=O)[CH3:28]. (5) Given the product [Cl:9][C:10]1[CH:11]=[C:12]2[C:20](=[CH:21][CH:22]=1)[NH:19][C:18]1[CH:17]([NH:23][C:6]([C:4]3[N:3]=[CH:2][NH:1][CH:5]=3)=[O:8])[CH2:16][CH2:15][CH2:14][C:13]2=1, predict the reactants needed to synthesize it. The reactants are: [NH:1]1[CH:5]=[C:4]([C:6]([OH:8])=O)[N:3]=[CH:2]1.[Cl:9][C:10]1[CH:11]=[C:12]2[C:20](=[CH:21][CH:22]=1)[NH:19][C:18]1[CH:17]([NH2:23])[CH2:16][CH2:15][CH2:14][C:13]2=1.